This data is from NCI-60 drug combinations with 297,098 pairs across 59 cell lines. The task is: Regression. Given two drug SMILES strings and cell line genomic features, predict the synergy score measuring deviation from expected non-interaction effect. (1) Cell line: OVCAR3. Drug 2: CN1C2=C(C=C(C=C2)N(CCCl)CCCl)N=C1CCCC(=O)O.Cl. Drug 1: C1=NC2=C(N=C(N=C2N1C3C(C(C(O3)CO)O)O)F)N. Synergy scores: CSS=1.09, Synergy_ZIP=0.807, Synergy_Bliss=-2.25, Synergy_Loewe=-1.98, Synergy_HSA=-4.54. (2) Drug 1: CC1C(C(CC(O1)OC2CC(CC3=C2C(=C4C(=C3O)C(=O)C5=C(C4=O)C(=CC=C5)OC)O)(C(=O)C)O)N)O.Cl. Drug 2: CCCCC(=O)OCC(=O)C1(CC(C2=C(C1)C(=C3C(=C2O)C(=O)C4=C(C3=O)C=CC=C4OC)O)OC5CC(C(C(O5)C)O)NC(=O)C(F)(F)F)O. Cell line: RPMI-8226. Synergy scores: CSS=26.6, Synergy_ZIP=3.78, Synergy_Bliss=5.85, Synergy_Loewe=-14.8, Synergy_HSA=5.52.